From a dataset of Reaction yield outcomes from USPTO patents with 853,638 reactions. Predict the reaction yield, written as a fraction of the theoretical maximum amount of product (1.0 means a 100% yield; for example, 0.34 means a 34% yield). (1) The product is [Br:6][C:7]1[CH:12]=[CH:11][C:10]([N+:13]([O-:15])=[O:14])=[CH:9][C:8]=1[N:16]([CH2:2][C:3]([CH3:5])=[CH2:4])[C:17](=[O:19])[CH3:18]. The reactants are Br[CH2:2][C:3]([CH3:5])=[CH2:4].[Br:6][C:7]1[CH:12]=[CH:11][C:10]([N+:13]([O-:15])=[O:14])=[CH:9][C:8]=1[NH:16][C:17](=[O:19])[CH3:18].C(=O)([O-])[O-].[K+].[K+]. The yield is 0.850. The catalyst is CN(C=O)C. (2) The reactants are [CH3:1][O:2][C:3]1[CH:4]=[C:5](B(O)O)[CH:6]=[CH:7][CH:8]=1.[CH3:12][O:13][C:14](=[O:26])[CH:15]=[CH:16][C:17]1[CH:25]=[C:24]2[C:20]([CH:21]=[CH:22][NH:23]2)=[CH:19][CH:18]=1. The catalyst is O. The product is [CH3:12][O:13][C:14](=[O:26])[CH2:15][CH:16]([C:17]1[CH:25]=[C:24]2[C:20]([CH:21]=[CH:22][NH:23]2)=[CH:19][CH:18]=1)[C:5]1[CH:6]=[CH:7][CH:8]=[C:3]([O:2][CH3:1])[CH:4]=1. The yield is 0.610. (3) The reactants are Cl.[Cl:2][C:3]1[C:12]2[C:7](=[CH:8][C:9]([F:14])=[C:10]([I:13])[CH:11]=2)[N:6]=[CH:5][N:4]=1.O1CCOCC1.Cl.[CH2:22]([O:29][C:30]1[CH:36]=[CH:35][C:33]([NH2:34])=[CH:32][CH:31]=1)[C:23]1[CH:28]=[CH:27][CH:26]=[CH:25][CH:24]=1. The catalyst is ClCCl. The product is [ClH:2].[CH2:22]([O:29][C:30]1[CH:31]=[CH:32][C:33]([NH:34][C:3]2[C:12]3[C:7](=[CH:8][C:9]([F:14])=[C:10]([I:13])[CH:11]=3)[N:6]=[CH:5][N:4]=2)=[CH:35][CH:36]=1)[C:23]1[CH:24]=[CH:25][CH:26]=[CH:27][CH:28]=1. The yield is 0.790. (4) The reactants are [N:1]1[CH:6]=[CH:5][CH:4]=[C:3]([C:7]2[CH:8]=[C:9]3[C:15]([N:16]4[CH2:20][CH2:19][CH2:18][CH2:17]4)=[N:14][N:13](C(C4C=CC=CC=4)(C4C=CC=CC=4)C4C=CC=CC=4)[C:10]3=[CH:11][N:12]=2)[CH:2]=1.C(Cl)Cl.C([SiH](CC)CC)C.FC(F)(F)C(O)=O. No catalyst specified. The product is [N:1]1[CH:6]=[CH:5][CH:4]=[C:3]([C:7]2[CH:8]=[C:9]3[C:15]([N:16]4[CH2:17][CH2:18][CH2:19][CH2:20]4)=[N:14][NH:13][C:10]3=[CH:11][N:12]=2)[CH:2]=1. The yield is 0.357.